From a dataset of Reaction yield outcomes from USPTO patents with 853,638 reactions. Predict the reaction yield, written as a fraction of the theoretical maximum amount of product (1.0 means a 100% yield; for example, 0.34 means a 34% yield). (1) The reactants are F[C:2]1[CH:3]=[C:4]2[C:8](=[C:9]([F:11])[CH:10]=1)N[C:6](=[O:12])[CH2:5]2.F[C:14]1[CH:19]=[C:18]([F:20])[CH:17]=[C:16]([F:21])[C:15]=1[N+:22]([O-])=O.[H-].[Na+].FC1[CH:29]=[C:30]([C@H:34]2[O:36][C@@H]2CO)[CH:31]=CC=1.[Na].N1C2C(=CC=CC=2)C[C:41]1=[O:49]. The catalyst is CN(C)C=O.CC(C)[O-].[Ti+4].CC(C)[O-].CC(C)[O-].CC(C)[O-]. The product is [F:20][C:18]1[CH:19]=[C:14]2[C:15](=[C:16]([F:21])[CH:17]=1)[N:22]([C@@H:5]([C:4]1[CH:3]=[CH:2][CH:10]=[C:9]([F:11])[CH:8]=1)[C@H:6]([OH:12])[CH2:41][OH:49])[C:34](=[O:36])[C:30]2([CH3:31])[CH3:29]. The yield is 0.870. (2) The catalyst is CCO. The yield is 0.640. The product is [CH2:1]([O:3][C:4]([C:5]1([C:13]#[N:14])[CH:6]([C:7]2[CH:12]=[CH:11][CH:10]=[CH:9][CH:8]=2)[C:19]1([CH3:21])[CH3:20])=[O:15])[CH3:2]. The reactants are [CH2:1]([O:3][C:4](=[O:15])/[C:5](/[C:13]#[N:14])=[CH:6]/[C:7]1[CH:12]=[CH:11][CH:10]=[CH:9][CH:8]=1)[CH3:2].[N+]([CH:19]([CH3:21])[CH3:20])([O-])=O.C(=O)([O-])[O-].[K+].[K+].[Na+].[Cl-].